Dataset: CYP2D6 inhibition data for predicting drug metabolism from PubChem BioAssay. Task: Regression/Classification. Given a drug SMILES string, predict its absorption, distribution, metabolism, or excretion properties. Task type varies by dataset: regression for continuous measurements (e.g., permeability, clearance, half-life) or binary classification for categorical outcomes (e.g., BBB penetration, CYP inhibition). Dataset: cyp2d6_veith. (1) The molecule is CC(C)(C)CNC(CO)C12CC3CC(CC(C3)C1)C2.Cl. The result is 1 (inhibitor). (2) The compound is COC(=O)[C@@]1(Cc2ccc(F)cc2)[C@H]2c3cc(C(=O)N(C)C)n(CCc4ccccn4)c3C[C@H]2CN1C(=O)c1ccccc1. The result is 0 (non-inhibitor). (3) The drug is CC(=O)Nc1ccc(-c2cn3cccnc3n2)cc1. The result is 0 (non-inhibitor). (4) The drug is CCN(C(=O)c1cnc(N2CCN(c3ncccn3)CC2)c2ccccc12)c1cccc(Cl)c1. The result is 1 (inhibitor).